From a dataset of Forward reaction prediction with 1.9M reactions from USPTO patents (1976-2016). Predict the product of the given reaction. (1) Given the reactants CCOCC.[Mg+2].[Br-:7].[Br-].S(O[CH2:14][CH2:15][CH:16]([CH2:18][CH2:19][CH2:20][CH:21]([CH2:23][CH2:24][CH2:25][CH:26]([CH2:28][CH2:29][CH2:30][CH:31]([CH3:33])[CH3:32])[CH3:27])[CH3:22])[CH3:17])(=O)(=O)C, predict the reaction product. The product is: [CH2:14]([Br:7])[CH2:15][CH:16]([CH2:18][CH2:19][CH2:20][CH:21]([CH2:23][CH2:24][CH2:25][CH:26]([CH2:28][CH2:29][CH2:30][CH:31]([CH3:33])[CH3:32])[CH3:27])[CH3:22])[CH3:17]. (2) The product is: [N:8]1([C:13]([O:15][C:16]2[CH:21]=[CH:20][C:19]([CH2:22][C@H:23]([NH:31][C:32]3[C:37]([N:38]([S:68]([CH3:67])(=[O:70])=[O:69])[S:68]([CH3:67])(=[O:70])=[O:69])=[CH:36][N:35]=[C:34]([N:42]([CH2:45][CH3:46])[CH2:43][CH3:44])[N:33]=3)[C:24]([O:26][C:27]([CH3:30])([CH3:29])[CH3:28])=[O:25])=[CH:18][CH:17]=2)=[O:14])[CH2:12][CH2:11][CH2:10][CH2:9]1. Given the reactants NC1N=CC=CN=1.[N:8]1([C:13]([O:15][C:16]2[CH:21]=[CH:20][C:19]([CH2:22][C@H:23]([NH:31][C:32]3[C:37]([NH:38]C(C)C)=[CH:36][N:35]=[C:34]([N:42]([CH2:45][CH3:46])[CH2:43][CH3:44])[N:33]=3)[C:24]([O:26][C:27]([CH3:30])([CH3:29])[CH3:28])=[O:25])=[CH:18][CH:17]=2)=[O:14])[CH2:12][CH2:11][CH2:10][CH2:9]1.[N+](C1C=CN=C(NC([O-])=O)N=1)([O-])=O.C(N(CC)CC)C.[CH3:67][S:68](Cl)(=[O:70])=[O:69], predict the reaction product. (3) Given the reactants Br[CH2:2][C:3]1[C:13]([Cl:14])=[N:12][CH:11]=[CH:10][C:4]=1[C:5]([O:7]CC)=O.Cl.[F:16][CH:17]([F:29])[CH2:18][O:19][C:20]1[N:25]=[CH:24][C:23]([CH2:26][NH2:27])=[CH:22][C:21]=1[CH3:28], predict the reaction product. The product is: [Cl:14][C:13]1[C:3]2[CH2:2][N:27]([CH2:26][C:23]3[CH:24]=[N:25][C:20]([O:19][CH2:18][CH:17]([F:29])[F:16])=[C:21]([CH3:28])[CH:22]=3)[C:5](=[O:7])[C:4]=2[CH:10]=[CH:11][N:12]=1. (4) Given the reactants [N+:1]([C:4]1[CH:5]=[C:6]2[C:11](=[CH:12][CH:13]=1)[NH:10][C:9](=[O:14])[CH2:8][CH2:7]2)([O-:3])=[O:2].Cl.Cl[CH2:17][CH2:18][N:19]1[CH2:24][CH2:23][CH2:22][CH2:21][CH2:20]1.C(=O)([O-])[O-].[K+].[K+].O, predict the reaction product. The product is: [N+:1]([C:4]1[CH:5]=[C:6]2[C:11](=[CH:12][CH:13]=1)[N:10]([CH2:17][CH2:18][N:19]1[CH2:24][CH2:23][CH2:22][CH2:21][CH2:20]1)[C:9](=[O:14])[CH2:8][CH2:7]2)([O-:3])=[O:2]. (5) Given the reactants O1CCC[O:3][CH:2]1[C:7]1[C:12]2[O:13][C:14](=[O:21])[C:15]3[CH2:16][NH:17][CH2:18][CH2:19][C:20]=3[C:11]=2[CH:10]=[CH:9][C:8]=1[OH:22].CCN(CC)CC.[CH2:30](Br)[C:31]1[CH:36]=[CH:35][CH:34]=[CH:33][CH:32]=1, predict the reaction product. The product is: [CH2:30]([N:17]1[CH2:18][CH2:19][C:20]2[C:11]3[C:12]([O:13][C:14](=[O:21])[C:15]=2[CH2:16]1)=[C:7]([CH:2]=[O:3])[C:8]([OH:22])=[CH:9][CH:10]=3)[C:31]1[CH:36]=[CH:35][CH:34]=[CH:33][CH:32]=1.